Dataset: Reaction yield outcomes from USPTO patents with 853,638 reactions. Task: Predict the reaction yield, written as a fraction of the theoretical maximum amount of product (1.0 means a 100% yield; for example, 0.34 means a 34% yield). (1) The reactants are [NH:1]1[C:9]2[C:4](=[CH:5][CH:6]=[CH:7][CH:8]=2)[CH:3]=[CH:2]1.Cl[C:11]1[CH:16]=[CH:15][C:14]([CH3:17])=[CH:13][CH:12]=1.CC([O-])(C)C.[Na+]. The catalyst is C1C=CC(/C=C/C(/C=C/C2C=CC=CC=2)=O)=CC=1.C1C=CC(/C=C/C(/C=C/C2C=CC=CC=2)=O)=CC=1.C1C=CC(/C=C/C(/C=C/C2C=CC=CC=2)=O)=CC=1.[Pd].[Pd].C1(P(C2CCCCC2)C2C=CC=CC=2C2C=CC=CC=2OC)CCCCC1.C1(C)C=CC=CC=1. The product is [CH3:17][C:14]1[CH:15]=[CH:16][C:11]([N:1]2[C:9]3[C:4](=[CH:5][CH:6]=[CH:7][CH:8]=3)[CH:3]=[CH:2]2)=[CH:12][CH:13]=1. The yield is 0.940. (2) The reactants are C([N:4]1[C:8]2=[CH:9][CH:10]=[C:11]3[C:16]([N:15]=[C:14]([CH:17]([CH3:19])[CH3:18])[N:13]([C:20]4[CH:25]=[CH:24][C:23]([Cl:26])=[CH:22][CH:21]=4)[C:12]3=[O:27])=[C:7]2[C:6](=[CH2:28])[CH2:5]1)(=O)C.C(=O)([O-])[O-].[K+].[K+]. The catalyst is C1(C)C=CC=CC=1.C1COCC1.O.C(OCC)(=O)C. The product is [Cl:26][C:23]1[CH:22]=[CH:21][C:20]([N:13]2[C:12](=[O:27])[C:11]3[C:16](=[C:7]4[C:6]([CH3:28])=[CH:5][NH:4][C:8]4=[CH:9][CH:10]=3)[N:15]=[C:14]2[CH:17]([CH3:19])[CH3:18])=[CH:25][CH:24]=1. The yield is 0.590. (3) The reactants are Cl.[CH3:2][C:3]1[O:4][C:5]2[C:14]3[CH:13]([CH2:15][CH2:16][NH2:17])[CH2:12][CH2:11][C:10]=3[CH:9]=[CH:8][C:6]=2[N:7]=1.C(N(CC)CC)C.[CH:25]1([C:28](Cl)=[O:29])[CH2:27][CH2:26]1.C(=O)([O-])O.[Na+]. The catalyst is O1CCCC1. The product is [CH3:2][C:3]1[O:4][C:5]2[C:14]3[CH:13]([CH2:15][CH2:16][NH:17][C:28]([CH:25]4[CH2:27][CH2:26]4)=[O:29])[CH2:12][CH2:11][C:10]=3[CH:9]=[CH:8][C:6]=2[N:7]=1. The yield is 0.420. (4) The reactants are II.[Mg].Br[C:5]1[CH:10]=[CH:9]C=[CH:7][CH:6]=1.[CH2:11]([N:18]1[CH2:23][CH2:22][C:21]([N:26]([CH3:28])[CH3:27])([C:24]#N)[CH2:20][CH2:19]1)[C:12]1[CH:17]=[CH:16][CH:15]=[CH:14][CH:13]=1.[NH4+].[Cl-]. The catalyst is C(OCC)C.CO.C(Cl)(Cl)Cl. The product is [CH2:11]([N:18]1[CH2:19][CH2:20][C:21]([C:24]2[CH:9]=[CH:10][CH:5]=[CH:6][CH:7]=2)([N:26]([CH3:27])[CH3:28])[CH2:22][CH2:23]1)[C:12]1[CH:13]=[CH:14][CH:15]=[CH:16][CH:17]=1. The yield is 0.350. (5) The reactants are [O:1]=[C:2]1[C:10]2[C:5](=[CH:6][CH:7]=[C:8]([C:11]([OH:13])=[O:12])[CH:9]=2)[CH2:4][CH2:3]1.[Si](C=[N+]=[N-])(C)(C)[CH3:15]. The catalyst is C(Cl)Cl.CO. The product is [O:1]=[C:2]1[C:10]2[C:5](=[CH:6][CH:7]=[C:8]([C:11]([O:13][CH3:15])=[O:12])[CH:9]=2)[CH2:4][CH2:3]1. The yield is 0.610. (6) The reactants are [N:1]1[C:10]2[NH:9][CH2:8][CH2:7][CH2:6][C:5]=2[CH:4]=[CH:3][C:2]=1[CH2:11][CH2:12][CH2:13][CH2:14][C:15](=[O:28])/[CH:16]=[CH:17]/[C:18]1[CH:19]=[N:20][C:21]([C:24]([F:27])([F:26])[F:25])=[N:22][CH:23]=1.[H-].[H-].[H-].[H-].[Li+].[Al+3].O.[OH-].[Na+]. The catalyst is C1COCC1. The yield is 0.460. The product is [N:1]1[C:10]2[NH:9][CH2:8][CH2:7][CH2:6][C:5]=2[CH:4]=[CH:3][C:2]=1[CH2:11][CH2:12][CH2:13][CH2:14][CH:15]([OH:28])/[CH:16]=[CH:17]/[C:18]1[CH:19]=[N:20][C:21]([C:24]([F:27])([F:25])[F:26])=[N:22][CH:23]=1. (7) The reactants are [F:1][C:2]1([F:56])[CH2:7][CH2:6][CH:5]([C:8]2[C:17]3[CH:16]([O:18][CH2:19][C:20]4[CH:25]=[CH:24][C:23]([O:26][CH3:27])=[CH:22][CH:21]=4)[CH2:15][C:14]([CH3:29])([CH3:28])[CH2:13][C:12]=3[N:11]=[C:10]([CH:30]3[CH2:35][CH2:34][N:33]([C:36]4[N:41]=[CH:40][C:39]([CH:42]=[O:43])=[CH:38][N:37]=4)[CH2:32][CH2:31]3)[C:9]=2[CH:44]([F:55])[C:45]2[CH:50]=[CH:49][C:48]([C:51]([F:54])([F:53])[F:52])=[CH:47][CH:46]=2)[CH2:4][CH2:3]1.[CH:57]([Mg]Br)([CH3:59])[CH3:58].O1CCCC1.[Cl-].[NH4+]. The catalyst is O1CCCC1. The product is [F:56][C:2]1([F:1])[CH2:7][CH2:6][CH:5]([C:8]2[C:17]3[CH:16]([O:18][CH2:19][C:20]4[CH:21]=[CH:22][C:23]([O:26][CH3:27])=[CH:24][CH:25]=4)[CH2:15][C:14]([CH3:28])([CH3:29])[CH2:13][C:12]=3[N:11]=[C:10]([CH:30]3[CH2:31][CH2:32][N:33]([C:36]4[N:41]=[CH:40][C:39]([CH:42]([OH:43])[CH:57]([CH3:59])[CH3:58])=[CH:38][N:37]=4)[CH2:34][CH2:35]3)[C:9]=2[CH:44]([F:55])[C:45]2[CH:46]=[CH:47][C:48]([C:51]([F:53])([F:52])[F:54])=[CH:49][CH:50]=2)[CH2:4][CH2:3]1. The yield is 0.770.